From a dataset of Forward reaction prediction with 1.9M reactions from USPTO patents (1976-2016). Predict the product of the given reaction. (1) Given the reactants [Br:1][C:2]1[N:3]=[C:4]([C:7]([O:9]CC)=O)[S:5][CH:6]=1.O.[NH2:13][NH2:14], predict the reaction product. The product is: [Br:1][C:2]1[N:3]=[C:4]([C:7]([NH:13][NH2:14])=[O:9])[S:5][CH:6]=1. (2) Given the reactants [Cl:1][C:2]1[C:3]([NH:8][C:9]2[S:10][CH:11]=[C:12]([C:14]([O:16]CC)=O)[N:13]=2)=[N:4][CH:5]=[CH:6][CH:7]=1.NC1S[CH:22]=[C:23]([C:25](OCC)=O)[N:24]=1.ClC1C(Cl)=CC=CN=1.C1(P(C2C=CC=CC=2)[C:45]2C=C[C:52]3[C:47](=[CH:48]C=CC=3)[C:46]=2[C:55]2C3C(=CC=CC=3)C=CC=2P(C2C=CC=CC=2)C2C=CC=CC=2)C=CC=CC=1.C(=O)([O-])[O-].[K+].[K+], predict the reaction product. The product is: [Cl:1][C:2]1[C:3]([NH:8][C:9]2[S:10][CH:11]=[C:12]([C:14]([NH:25][C:23]3[CH:22]=[CH:55][C:46]([CH:47]([CH3:52])[CH3:48])=[CH:45][CH:24]=3)=[O:16])[N:13]=2)=[N:4][CH:5]=[CH:6][CH:7]=1.